Dataset: Full USPTO retrosynthesis dataset with 1.9M reactions from patents (1976-2016). Task: Predict the reactants needed to synthesize the given product. (1) Given the product [OH:1][C:2]([C:32]1[S:33][CH:34]=[CH:35][CH:36]=1)([C:37]1[S:38][CH:39]=[CH:40][CH:41]=1)[C:3]([O:5][C@H:6]1[CH2:7][CH2:8][C@H:9]([N:12]([CH2:14][CH2:15][C:16]([NH:18][C:19]2[CH:24]=[C:23]([O:25][CH3:26])[C:22]([CH2:27][CH:28]=[O:29])=[CH:21][C:20]=2[Cl:31])=[O:17])[CH3:13])[CH2:10][CH2:11]1)=[O:4], predict the reactants needed to synthesize it. The reactants are: [OH:1][C:2]([C:37]1[S:38][CH:39]=[CH:40][CH:41]=1)([C:32]1[S:33][CH:34]=[CH:35][CH:36]=1)[C:3]([O:5][C@H:6]1[CH2:11][CH2:10][C@H:9]([N:12]([CH2:14][CH2:15][C:16]([NH:18][C:19]2[CH:24]=[C:23]([O:25][CH3:26])[C:22](/[CH:27]=[CH:28]/[O:29]C)=[CH:21][C:20]=2[Cl:31])=[O:17])[CH3:13])[CH2:8][CH2:7]1)=[O:4].Cl. (2) Given the product [CH3:33][C@@H:29]([O:28][C:26]([NH:25][C:24]1[N:23]([CH3:34])[N:22]=[N:21][C:20]=1[C:17]1[CH:18]=[CH:19][C:14]([C:11]2[CH:10]=[CH:9][C:8]([C:5]3([C:3]([OH:4])=[O:2])[CH2:7][CH2:6]3)=[CH:13][CH:12]=2)=[CH:15][CH:16]=1)=[O:27])[CH:30]([CH3:31])[CH3:32], predict the reactants needed to synthesize it. The reactants are: C[O:2][C:3]([C:5]1([C:8]2[CH:13]=[CH:12][C:11]([C:14]3[CH:19]=[CH:18][C:17]([C:20]4[N:21]=[N:22][N:23]([CH3:34])[C:24]=4[NH:25][C:26]([O:28][C@H:29]([CH3:33])[CH:30]([CH3:32])[CH3:31])=[O:27])=[CH:16][CH:15]=3)=[CH:10][CH:9]=2)[CH2:7][CH2:6]1)=[O:4].[OH-].[Na+]. (3) The reactants are: [C:1]([C:4]1[CH:9]=[N:8][N:7]2[CH:10]=[C:11]([C:13]([NH:15][NH2:16])=[O:14])[CH:12]=[C:6]2[C:5]=1[NH:17][C@@H:18]1[CH2:22][CH2:21][C@@:20]([NH:24][C:25](=[O:31])[O:26][C:27]([CH3:30])([CH3:29])[CH3:28])([CH3:23])[C:19]1([CH3:33])[CH3:32])(=[O:3])[NH2:2].[C:34](N1C=CN=C1)(N1C=CN=C1)=[S:35].[CH3:46]CN(CC)CC.CI. Given the product [C:1]([C:4]1[CH:9]=[N:8][N:7]2[CH:10]=[C:11]([C:13]3[O:14][C:46]([S:35][CH3:34])=[N:16][N:15]=3)[CH:12]=[C:6]2[C:5]=1[NH:17][C@@H:18]1[CH2:22][CH2:21][C@@:20]([NH:24][C:25](=[O:31])[O:26][C:27]([CH3:30])([CH3:29])[CH3:28])([CH3:23])[C:19]1([CH3:33])[CH3:32])(=[O:3])[NH2:2], predict the reactants needed to synthesize it. (4) Given the product [CH2:7]([O:6][C:5](=[O:11])[CH2:33][N:35]1[C:29](=[O:32])[NH:13][C:14]2[CH:19]=[CH:18][CH:17]=[CH:16][C:15]=2[C:20]([CH:22]2[CH2:27][CH2:26][CH2:25][CH2:24][CH2:23]2)=[N:36]1)[CH3:38], predict the reactants needed to synthesize it. The reactants are: ClC(Cl)(O[C:5](=[O:11])[O:6][C:7](Cl)(Cl)Cl)Cl.[NH2:13][C:14]1[CH:19]=[CH:18][CH:17]=[CH:16][C:15]=1[C:20]([CH:22]1[CH2:27][CH2:26][CH2:25][CH2:24][CH2:23]1)=O.Cl.[C:29]([OH:32])(=O)C.[CH2:33]([NH:35][NH2:36])C.F[C:38](F)(F)C(O)=O. (5) The reactants are: [N:1]1([CH2:7][CH2:8][CH2:9][N:10]2[CH2:15][CH2:14][NH:13][CH2:12][CH2:11]2)[CH2:6][CH2:5][CH2:4][CH2:3][CH2:2]1.[O:16]1[CH2:18][CH:17]1[CH2:19]OS(C1C=CC=C([N+]([O-])=O)C=1)(=O)=O. Given the product [O:16]1[CH2:18][CH:17]1[CH2:19][N:13]1[CH2:12][CH2:11][N:10]([CH2:9][CH2:8][CH2:7][N:1]2[CH2:2][CH2:3][CH2:4][CH2:5][CH2:6]2)[CH2:15][CH2:14]1, predict the reactants needed to synthesize it. (6) Given the product [CH:14]1([N:5]2[C:6]3=[N:7][C:8]([O:12][CH3:13])=[CH:9][CH:10]=[C:11]3[CH2:2][C:3]2=[O:4])[CH2:17][CH2:16][CH2:15]1, predict the reactants needed to synthesize it. The reactants are: Cl[CH2:2][C:3]([N:5]([CH:14]1[CH2:17][CH2:16][CH2:15]1)[C:6]1[CH:11]=[CH:10][CH:9]=[C:8]([O:12][CH3:13])[N:7]=1)=[O:4].C1(C2C=CC=CC=2)C=CC=CC=1P(C(C)(C)C)C(C)(C)C.CCN(CC)CC. (7) Given the product [C:1]([O:5][C:6](=[O:7])[N:8]([C@H:9]([C:10](=[O:11])[NH:12][C@@H:13]([CH:42]1[CH2:47][CH2:46][CH2:45][CH2:44][CH2:43]1)[C:14]([N:67]1[CH2:68][C@@H:69]([NH2:74])[CH2:70][C@H:71]1[C:72](=[O:91])[NH:73][CH:53]([CH3:55])[CH3:54])=[O:15])[CH3:48])[CH3:49])([CH3:3])([CH3:2])[CH3:4], predict the reactants needed to synthesize it. The reactants are: [C:1]([O:5][C:6]([N:8]([CH3:49])[C@@H:9]([CH3:48])[C:10]([NH:12][C@@H:13]([CH:42]1[CH2:47][CH2:46][CH2:45][CH2:44][CH2:43]1)[C:14](N1C[C@@H](NC(OCC2C3C=CC=CC=3C3C2=CC=CC=3)=O)C[C@H]1C(O)=O)=[O:15])=[O:11])=[O:7])([CH3:4])([CH3:3])[CH3:2].CCN(C(C)C)[CH:53]([CH3:55])[CH3:54].CN(C(O[N:67]1N=[N:74][C:69]2[CH:70]=[CH:71][CH:72]=[N:73][C:68]1=2)=[N+](C)C)C.F[P-](F)(F)(F)(F)F.C(N)(C)C.CN(C=[O:91])C.